Dataset: Catalyst prediction with 721,799 reactions and 888 catalyst types from USPTO. Task: Predict which catalyst facilitates the given reaction. (1) Reactant: Cl[C:2]1[N:7]=[C:6]([N:8]2[CH2:16][C:15]3[C:10](=[CH:11][CH:12]=[C:13]([O:17][CH3:18])[CH:14]=3)[CH2:9]2)[CH:5]=[CH:4][N:3]=1.[NH2:19][C:20]1[CH:21]=[C:22]2[C:26](=[CH:27][CH:28]=1)[NH:25][N:24]=[CH:23]2.CCN(C(C)C)C(C)C. Product: [CH3:18][O:17][C:13]1[CH:14]=[C:15]2[C:10](=[CH:11][CH:12]=1)[CH2:9][N:8]([C:6]1[CH:5]=[CH:4][N:3]=[C:2]([NH:19][C:20]3[CH:21]=[C:22]4[C:26](=[CH:27][CH:28]=3)[NH:25][N:24]=[CH:23]4)[N:7]=1)[CH2:16]2. The catalyst class is: 3. (2) Reactant: [CH2:1]([C:5]1[CH:12]=[CH:11][C:8]([CH:9]=O)=[CH:7][CH:6]=1)[CH2:2][CH2:3][CH3:4].[N+:13]([CH3:16])([O-:15])=[O:14].C([O-])(=O)C.[NH4+]. Product: [CH2:1]([C:5]1[CH:12]=[CH:11][C:8](/[CH:9]=[CH:16]/[N+:13]([O-:15])=[O:14])=[CH:7][CH:6]=1)[CH2:2][CH2:3][CH3:4]. The catalyst class is: 15. (3) Reactant: FC(F)(F)C(O)=O.[F:8][C:9]([F:58])([F:57])[C:10]1[CH:11]=[C:12]([C:20]([CH3:56])([CH3:55])[C:21]([N:23]([CH3:54])[C:24]2[C:25]([C:46]3[CH:51]=[CH:50][C:49]([F:52])=[CH:48][C:47]=3[CH3:53])=[CH:26][C:27]([C:30]#[C:31][CH2:32][C@@H:33]([NH:38]C(OC(C)(C)C)=O)[C:34]([O:36][CH3:37])=[O:35])=[N:28][CH:29]=2)=[O:22])[CH:13]=[C:14]([C:16]([F:19])([F:18])[F:17])[CH:15]=1. Product: [NH2:38][C@H:33]([CH2:32][C:31]#[C:30][C:27]1[CH:26]=[C:25]([C:46]2[CH:51]=[CH:50][C:49]([F:52])=[CH:48][C:47]=2[CH3:53])[C:24]([N:23]([C:21](=[O:22])[C:20]([C:12]2[CH:11]=[C:10]([C:9]([F:57])([F:58])[F:8])[CH:15]=[C:14]([C:16]([F:18])([F:17])[F:19])[CH:13]=2)([CH3:55])[CH3:56])[CH3:54])=[CH:29][N:28]=1)[C:34]([O:36][CH3:37])=[O:35]. The catalyst class is: 793. (4) Reactant: [NH2:1][C:2]1[N:6]([CH3:7])[N:5]=[CH:4][C:3]=1[NH:8][C:9](=[O:40])[C@@H:10]([NH:22][C:23]([NH:32][C:33]([O:35][C:36]([CH3:39])([CH3:38])[CH3:37])=[O:34])=[N:24][C:25]([O:27][C:28]([CH3:31])([CH3:30])[CH3:29])=[O:26])[CH2:11][CH2:12][CH2:13][NH:14][C:15](=[O:21])[O:16][C:17]([CH3:20])([CH3:19])[CH3:18].C(N(CC)CC)C.[C:48]1([C:54](Cl)([C:61]2[CH:66]=[CH:65][CH:64]=[CH:63][CH:62]=2)[C:55]2[CH:60]=[CH:59][CH:58]=[CH:57][CH:56]=2)[CH:53]=[CH:52][CH:51]=[CH:50][CH:49]=1. Product: [C:28]([O:27][C:25]([N:24]=[C:23]([NH:32][C:33]([O:35][C:36]([CH3:39])([CH3:38])[CH3:37])=[O:34])[NH:22][C@H:10]([C:9]([NH:8][C:3]1[CH:4]=[N:5][N:6]([CH3:7])[C:2]=1[NH:1][C:54]([C:48]1[CH:53]=[CH:52][CH:51]=[CH:50][CH:49]=1)([C:61]1[CH:62]=[CH:63][CH:64]=[CH:65][CH:66]=1)[C:55]1[CH:56]=[CH:57][CH:58]=[CH:59][CH:60]=1)=[O:40])[CH2:11][CH2:12][CH2:13][NH:14][C:15](=[O:21])[O:16][C:17]([CH3:18])([CH3:20])[CH3:19])=[O:26])([CH3:29])([CH3:30])[CH3:31]. The catalyst class is: 22. (5) Reactant: [I:1]N1C(=O)CCC1=O.[F:9][C:10]([F:19])([F:18])[C:11]1[CH:16]=[CH:15][C:14]([OH:17])=[CH:13][CH:12]=1.S(=O)(=O)(O)O. Product: [I:1][C:13]1[CH:12]=[C:11]([C:10]([F:18])([F:19])[F:9])[CH:16]=[CH:15][C:14]=1[OH:17]. The catalyst class is: 86. (6) Reactant: [NH2:1][C:2]1[N:10]=[C:9]([O:11][CH2:12][CH2:13][O:14][CH3:15])[N:8]=[C:7]2[C:3]=1[N:4]=[C:5]([O:25][CH3:26])[N:6]2[CH2:16][C:17]1[CH:18]=[C:19]([CH2:23]O)[CH:20]=[CH:21][CH:22]=1.P(Br)(Br)[Br:28]. Product: [Br:28][CH2:23][C:19]1[CH:18]=[C:17]([CH:22]=[CH:21][CH:20]=1)[CH2:16][N:6]1[C:5]([O:25][CH3:26])=[N:4][C:3]2[C:7]1=[N:8][C:9]([O:11][CH2:12][CH2:13][O:14][CH3:15])=[N:10][C:2]=2[NH2:1]. The catalyst class is: 4. (7) Reactant: [O:1]=[C:2]([N:12]1[CH2:15][CH:14]([O:16][CH2:17][C:18]2[CH:23]=[CH:22][N:21]=[CH:20][CH:19]=2)[CH2:13]1)/[CH:3]=[CH:4]/[C:5]1[CH:6]=[CH:7][C:8]([NH2:11])=[N:9][CH:10]=1.[C:24](OC(=O)C)(=[O:26])[CH3:25].C([O-])(O)=O.[Na+]. Product: [O:1]=[C:2]([N:12]1[CH2:13][CH:14]([O:16][CH2:17][C:18]2[CH:19]=[CH:20][N:21]=[CH:22][CH:23]=2)[CH2:15]1)/[CH:3]=[CH:4]/[C:5]1[CH:6]=[CH:7][C:8]([NH:11][C:24](=[O:26])[CH3:25])=[N:9][CH:10]=1. The catalyst class is: 1. (8) Reactant: [C:1](Cl)(=[O:6])[C:2]([CH3:5])([CH3:4])[CH3:3].[NH2:8][C:9]1[CH:14]=[CH:13][N:12]=[CH:11][CH:10]=1.C(N(CC)CC)C.O. Product: [CH3:3][C:2]([CH3:5])([CH3:4])[C:1]([NH:8][C:9]1[CH:14]=[CH:13][N:12]=[CH:11][CH:10]=1)=[O:6]. The catalyst class is: 2. (9) Reactant: [Cl:1][C:2]1[CH:3]=[C:4]([NH:11][NH2:12])[C:5]([S:8][CH2:9][CH3:10])=[N:6][CH:7]=1.[NH2:13][C:14]1[C:22]([Br:23])=[CH:21][C:20]([CH3:24])=[CH:19][C:15]=1[C:16](O)=[O:17]. Product: [NH2:13][C:14]1[C:22]([Br:23])=[CH:21][C:20]([CH3:24])=[CH:19][C:15]=1[C:16]([NH:12][NH:11][C:4]1[C:5]([S:8][CH2:9][CH3:10])=[N:6][CH:7]=[C:2]([Cl:1])[CH:3]=1)=[O:17]. The catalyst class is: 3.